Predict the product of the given reaction. From a dataset of Forward reaction prediction with 1.9M reactions from USPTO patents (1976-2016). (1) Given the reactants O.[F:2][C:3]1[CH:8]=[CH:7][C:6]([C@@H:9]2[CH2:14][CH2:13][NH:12][CH2:11][C@H:10]2[CH2:15][OH:16])=[CH:5][CH:4]=1.[C:17]([OH:26])(=[O:25])[C@@H:18]([C@H:20]([C:22]([OH:24])=[O:23])[OH:21])[OH:19].CO, predict the reaction product. The product is: [C:22]([C@@H:20]([C@H:18]([C:17]([O-:26])=[O:25])[OH:19])[OH:21])([O-:24])=[O:23].[F:2][C:3]1[CH:8]=[CH:7][C:6]([C@@H:9]2[CH2:14][CH2:13][NH:12][CH2:11][C@H:10]2[CH2:15][OH:16])=[CH:5][CH:4]=1. (2) The product is: [NH2:1][C:2]1[C:7]2[C:8]([C:11]3[CH:16]=[CH:15][C:14]([NH:17][C:18]([C:20]4[N:21]([CH3:29])[C:22]5[C:27]([CH:28]=4)=[CH:26][CH:25]=[CH:24][CH:23]=5)=[O:19])=[C:13]([O:30][CH3:31])[CH:12]=3)=[CH:9][S:10][C:6]=2[C:5](/[CH:32]=[CH:33]/[C:34](=[O:36])[NH:54][CH2:53][CH2:52][N:46]2[CH2:51][CH2:50][CH2:49][CH2:48][CH2:47]2)=[CH:4][N:3]=1. Given the reactants [NH2:1][C:2]1[C:7]2[C:8]([C:11]3[CH:16]=[CH:15][C:14]([NH:17][C:18]([C:20]4[N:21]([CH3:29])[C:22]5[C:27]([CH:28]=4)=[CH:26][CH:25]=[CH:24][CH:23]=5)=[O:19])=[C:13]([O:30][CH3:31])[CH:12]=3)=[CH:9][S:10][C:6]=2[C:5](/[CH:32]=[CH:33]/[C:34]([OH:36])=O)=[CH:4][N:3]=1.C(N(CC)C(C)C)(C)C.[N:46]1([CH2:52][CH2:53][NH2:54])[CH2:51][CH2:50][CH2:49][CH2:48][CH2:47]1.CN(C(ON1N=NC2C=CC=CC1=2)=[N+](C)C)C.F[P-](F)(F)(F)(F)F, predict the reaction product. (3) Given the reactants [CH3:1][C:2]1[N:3]([C:7]2[CH:12]=[CH:11][C:10]([NH:13][C:14]3[N:15]=[C:16]([NH:31][CH2:32][CH:33]4[CH2:38][CH2:37][O:36][CH2:35][CH2:34]4)[C:17]4[CH2:23][N:22](C(OC(C)(C)C)=O)[CH2:21][CH2:20][C:18]=4[N:19]=3)=[CH:9][CH:8]=2)[CH:4]=[CH:5][N:6]=1.Cl, predict the reaction product. The product is: [CH3:1][C:2]1[N:3]([C:7]2[CH:12]=[CH:11][C:10]([NH:13][C:14]3[N:15]=[C:16]([NH:31][CH2:32][CH:33]4[CH2:38][CH2:37][O:36][CH2:35][CH2:34]4)[C:17]4[CH2:23][NH:22][CH2:21][CH2:20][C:18]=4[N:19]=3)=[CH:9][CH:8]=2)[CH:4]=[CH:5][N:6]=1. (4) Given the reactants [F:1][C:2]1([F:32])[O:6][C:5]2[CH:7]=[CH:8][C:9]([C:11]3([C:14]([NH:16][C:17]4[N:22]=[C:21]([C:23]5[CH:24]=[N:25][C:26]([O:29]C)=[CH:27][CH:28]=5)[C:20]([CH3:31])=[CH:19][N:18]=4)=[O:15])[CH2:13][CH2:12]3)=[CH:10][C:4]=2[O:3]1.Cl, predict the reaction product. The product is: [F:32][C:2]1([F:1])[O:6][C:5]2[CH:7]=[CH:8][C:9]([C:11]3([C:14]([NH:16][C:17]4[N:22]=[C:21]([C:23]5[CH:28]=[CH:27][C:26](=[O:29])[NH:25][CH:24]=5)[C:20]([CH3:31])=[CH:19][N:18]=4)=[O:15])[CH2:13][CH2:12]3)=[CH:10][C:4]=2[O:3]1. (5) Given the reactants CS(O[CH2:6][C:7]1([CH2:10][C:11]#[N:12])[CH2:9][CH2:8]1)(=O)=O.S(O)(=O)(=O)C.CS(Cl)(=O)=O.[C:23]([O-:26])(=[S:25])[CH3:24].[K+].C(O)(=S)C, predict the reaction product. The product is: [C:23]([S:25][CH2:6][C:7]1([CH2:10][C:11]#[N:12])[CH2:8][CH2:9]1)(=[O:26])[CH3:24]. (6) The product is: [C:1]([O:5][C:6]([NH:8][C@H:9]([CH2:14][C:15]1[CH:20]=[C:19]([F:21])[C:18]([F:22])=[CH:17][C:16]=1[F:23])[CH2:10][C:11]([N:47]1[CH2:48][CH2:49][S:45][CH:46]1[C:50]([O:52][CH3:53])=[O:51])=[O:13])=[O:7])([CH3:2])([CH3:3])[CH3:4]. Given the reactants [C:1]([O:5][C:6]([NH:8][C@H:9]([CH2:14][C:15]1[CH:20]=[C:19]([F:21])[C:18]([F:22])=[CH:17][C:16]=1[F:23])[CH2:10][C:11]([OH:13])=O)=[O:7])([CH3:4])([CH3:3])[CH3:2].Cl.CN(C)CCCN=C=NCC.CN(C1C=CC=CN=1)C.[S:45]1[CH2:49][CH2:48][NH:47][CH:46]1[C:50]([O:52][CH3:53])=[O:51].Cl.C(N(CC)CC)C, predict the reaction product. (7) Given the reactants [CH2:1]([O:3][C:4](=[O:40])[C@@H:5]([CH3:39])[CH2:6][CH:7]([NH:22][C:23]([C:25]1[N:26]=[N:27][N:28](CC2C=CC(OC)=CC=2)[N:29]=1)=[O:24])[CH2:8][C:9]1[CH:14]=[CH:13][C:12]([C:15]2[CH:20]=[CH:19][CH:18]=[C:17]([Cl:21])[CH:16]=2)=[CH:11][CH:10]=1)[CH3:2], predict the reaction product. The product is: [CH2:1]([O:3][C:4](=[O:40])[C@H:5]([CH3:39])[CH2:6][C@H:7]([NH:22][C:23]([C:25]1[N:29]=[N:28][NH:27][N:26]=1)=[O:24])[CH2:8][C:9]1[CH:10]=[CH:11][C:12]([C:15]2[CH:20]=[CH:19][CH:18]=[C:17]([Cl:21])[CH:16]=2)=[CH:13][CH:14]=1)[CH3:2].